This data is from Reaction yield outcomes from USPTO patents with 853,638 reactions. The task is: Predict the reaction yield, written as a fraction of the theoretical maximum amount of product (1.0 means a 100% yield; for example, 0.34 means a 34% yield). (1) The yield is 0.520. The catalyst is O. The reactants are Cl[CH2:2][C:3]([C:5]1[CH:10]=[CH:9][N:8]=[C:7]2[N:11]([CH2:14][O:15][CH2:16][CH2:17][Si:18]([CH3:21])([CH3:20])[CH3:19])[CH:12]=[CH:13][C:6]=12)=O.C[N:23]([CH:25]=O)C.[C:27]([O-])(=O)[C:28]([CH3:31])(C)[CH3:29].[Cs+].C([O-])(=O)C.[NH4+:39]. The product is [C:28]([C:25]1[NH:23][C:3]([C:5]2[CH:10]=[CH:9][N:8]=[C:7]3[N:11]([CH2:14][O:15][CH2:16][CH2:17][Si:18]([CH3:21])([CH3:20])[CH3:19])[CH:12]=[CH:13][C:6]=23)=[CH:2][N:39]=1)([CH3:31])([CH3:29])[CH3:27]. (2) The reactants are [Cl:1][C:2]1[CH:7]=[CH:6][C:5]([S:8][CH2:9][C:10]2[CH:11]=[C:12]([CH:16]=[CH:17][CH:18]=2)[C:13](O)=[O:14])=[C:4]([NH:19][S:20]([C:23]2[CH:28]=[CH:27][C:26]([Cl:29])=[C:25]([C:30]([F:33])([F:32])[F:31])[CH:24]=2)(=[O:22])=[O:21])[CH:3]=1.[N:34]1([CH2:39][CH2:40][NH2:41])[CH2:38][CH2:37][CH2:36][CH2:35]1.C(Cl)CCl. The catalyst is CN(C1C=CN=CC=1)C.CN(C=O)C. The product is [Cl:1][C:2]1[CH:7]=[CH:6][C:5]([S:8][CH2:9][C:10]2[CH:11]=[C:12]([CH:16]=[CH:17][CH:18]=2)[C:13]([NH:41][CH2:40][CH2:39][N:34]2[CH2:38][CH2:37][CH2:36][CH2:35]2)=[O:14])=[C:4]([NH:19][S:20]([C:23]2[CH:28]=[CH:27][C:26]([Cl:29])=[C:25]([C:30]([F:31])([F:32])[F:33])[CH:24]=2)(=[O:22])=[O:21])[CH:3]=1. The yield is 0.800. (3) The reactants are BrC1C=CC2[O:6][C:7]3[CH:12]=[CH:11][C:10]([C:13]4[CH:22]=[CH:21][C:20]5[C:15](=[CH:16][CH:17]=[CH:18][CH:19]=5)[CH:14]=4)=[CH:9][C:8]=3C=2C=1.C([Li])CCC.[B:30](OC(C)C)([O:35]C(C)C)[O:31]C(C)C.Cl.[CH3:44][CH2:45][CH2:46][CH2:47][CH2:48][CH3:49]. The catalyst is ClCCl.C1COCC1. The product is [CH:14]1[C:15]2[C:20](=[CH:19][CH:18]=[CH:17][CH:16]=2)[CH:21]=[CH:22][C:13]=1[C:10]1[CH:11]=[CH:12][C:7]2[O:6][C:47]3[CH:48]=[CH:49][C:44]([B:30]([OH:35])[OH:31])=[CH:45][C:46]=3[C:8]=2[CH:9]=1. The yield is 0.540. (4) The reactants are [BrH:1].C1(P(C2C=CC=CC=2)C2C=CC=CC=2)C=CC=CC=1.C(=O)=O.CC(C)=O.[CH2:28]([O:30][C:31](=[O:46])[CH2:32][CH2:33][NH:34][C:35](=[O:45])[C:36]1[CH:41]=[CH:40][C:39]([CH:42]2[CH2:44][O:43]2)=[CH:38][CH:37]=1)[CH3:29].C(=O)(O)[O-].[Na+]. The catalyst is C(Cl)Cl. The product is [CH2:28]([O:30][C:31](=[O:46])[CH2:32][CH2:33][NH:34][C:35](=[O:45])[C:36]1[CH:41]=[CH:40][C:39]([CH:42]([Br:1])[CH2:44][OH:43])=[CH:38][CH:37]=1)[CH3:29]. The yield is 0.930. (5) The reactants are [CH3:1][O:2][C:3]1[CH:4]=[C:5]2[C:10](=[CH:11][CH:12]=1)[CH2:9][CH:8]([C:13]([NH:15][O:16]C1CCCCO1)=[O:14])[CH2:7][CH2:6]2.O.C1(C)C=CC(S(O)(=O)=O)=CC=1.C(=O)([O-])[O-]. The catalyst is O1CCCC1.O. The product is [OH:16][NH:15][C:13]([CH:8]1[CH2:7][CH2:6][C:5]2[C:10](=[CH:11][CH:12]=[C:3]([O:2][CH3:1])[CH:4]=2)[CH2:9]1)=[O:14]. The yield is 0.480. (6) The yield is 0.910. The catalyst is O1CCCC1. The product is [CH2:1]([O:3][CH:4]([O:24][CH2:25][CH3:26])[C:5]1[O:13][C:12]2[C:11]([C:14]3[CH:15]=[C:16]([CH2:17][N:27]4[CH2:31][CH2:30][CH2:29][CH2:28]4)[CH:19]=[CH:20][C:21]=3[O:22][CH3:23])=[CH:10][N:9]=[CH:8][C:7]=2[CH:6]=1)[CH3:2]. The reactants are [CH2:1]([O:3][CH:4]([O:24][CH2:25][CH3:26])[C:5]1[O:13][C:12]2[C:11]([C:14]3[CH:15]=[C:16]([CH:19]=[CH:20][C:21]=3[O:22][CH3:23])[CH:17]=O)=[CH:10][N:9]=[CH:8][C:7]=2[CH:6]=1)[CH3:2].[NH:27]1[CH2:31][CH2:30][CH2:29][CH2:28]1.C(O)(=O)C.C(O[BH-](OC(=O)C)OC(=O)C)(=O)C.[Na+]. (7) The reactants are [CH:1]1([NH:4][CH2:5][C:6]2[CH:11]=[CH:10][CH:9]=[C:8]([I:12])[CH:7]=2)[CH2:3][CH2:2]1.[C:13](=O)([O-])[O-].[K+].[K+].CI.C(OCC)C. The catalyst is CC(C)=O. The product is [CH:1]1([N:4]([CH2:5][C:6]2[CH:11]=[CH:10][CH:9]=[C:8]([I:12])[CH:7]=2)[CH3:13])[CH2:3][CH2:2]1. The yield is 0.770.